This data is from NCI-60 drug combinations with 297,098 pairs across 59 cell lines. The task is: Regression. Given two drug SMILES strings and cell line genomic features, predict the synergy score measuring deviation from expected non-interaction effect. (1) Drug 1: CC1=C2C(C(=O)C3(C(CC4C(C3C(C(C2(C)C)(CC1OC(=O)C(C(C5=CC=CC=C5)NC(=O)OC(C)(C)C)O)O)OC(=O)C6=CC=CC=C6)(CO4)OC(=O)C)OC)C)OC. Drug 2: C1C(C(OC1N2C=C(C(=O)NC2=O)F)CO)O. Cell line: HOP-62. Synergy scores: CSS=59.6, Synergy_ZIP=2.79, Synergy_Bliss=1.30, Synergy_Loewe=7.16, Synergy_HSA=9.61. (2) Drug 1: CS(=O)(=O)CCNCC1=CC=C(O1)C2=CC3=C(C=C2)N=CN=C3NC4=CC(=C(C=C4)OCC5=CC(=CC=C5)F)Cl. Drug 2: CC1C(C(CC(O1)OC2CC(CC3=C2C(=C4C(=C3O)C(=O)C5=CC=CC=C5C4=O)O)(C(=O)C)O)N)O. Cell line: RXF 393. Synergy scores: CSS=49.0, Synergy_ZIP=-0.446, Synergy_Bliss=1.92, Synergy_Loewe=-27.0, Synergy_HSA=2.26. (3) Drug 1: C1=NNC2=C1C(=O)NC=N2. Drug 2: C1CNP(=O)(OC1)N(CCCl)CCCl. Cell line: UO-31. Synergy scores: CSS=-3.20, Synergy_ZIP=1.24, Synergy_Bliss=-0.412, Synergy_Loewe=1.14, Synergy_HSA=-3.53. (4) Drug 1: C1=C(C(=O)NC(=O)N1)F. Drug 2: C(CC(=O)O)C(=O)CN.Cl. Cell line: M14. Synergy scores: CSS=33.7, Synergy_ZIP=-10.1, Synergy_Bliss=-7.25, Synergy_Loewe=-9.86, Synergy_HSA=-3.57. (5) Drug 1: C1=CC=C(C(=C1)C(C2=CC=C(C=C2)Cl)C(Cl)Cl)Cl. Drug 2: C1C(C(OC1N2C=NC3=C2NC=NCC3O)CO)O. Cell line: HT29. Synergy scores: CSS=-0.513, Synergy_ZIP=-2.91, Synergy_Bliss=-5.63, Synergy_Loewe=0.865, Synergy_HSA=-4.77. (6) Drug 1: C#CCC(CC1=CN=C2C(=N1)C(=NC(=N2)N)N)C3=CC=C(C=C3)C(=O)NC(CCC(=O)O)C(=O)O. Drug 2: CCC1(C2=C(COC1=O)C(=O)N3CC4=CC5=C(C=CC(=C5CN(C)C)O)N=C4C3=C2)O.Cl. Cell line: OVCAR-5. Synergy scores: CSS=13.5, Synergy_ZIP=-7.26, Synergy_Bliss=-1.64, Synergy_Loewe=-0.0361, Synergy_HSA=-0.931. (7) Drug 1: CC1=C(N=C(N=C1N)C(CC(=O)N)NCC(C(=O)N)N)C(=O)NC(C(C2=CN=CN2)OC3C(C(C(C(O3)CO)O)O)OC4C(C(C(C(O4)CO)O)OC(=O)N)O)C(=O)NC(C)C(C(C)C(=O)NC(C(C)O)C(=O)NCCC5=NC(=CS5)C6=NC(=CS6)C(=O)NCCC[S+](C)C)O. Drug 2: CCN(CC)CCCC(C)NC1=C2C=C(C=CC2=NC3=C1C=CC(=C3)Cl)OC. Cell line: MALME-3M. Synergy scores: CSS=13.7, Synergy_ZIP=-4.52, Synergy_Bliss=-0.649, Synergy_Loewe=-16.7, Synergy_HSA=-1.38. (8) Synergy scores: CSS=21.2, Synergy_ZIP=-7.36, Synergy_Bliss=-2.57, Synergy_Loewe=-1.63, Synergy_HSA=-1.53. Cell line: BT-549. Drug 1: CC1OCC2C(O1)C(C(C(O2)OC3C4COC(=O)C4C(C5=CC6=C(C=C35)OCO6)C7=CC(=C(C(=C7)OC)O)OC)O)O. Drug 2: B(C(CC(C)C)NC(=O)C(CC1=CC=CC=C1)NC(=O)C2=NC=CN=C2)(O)O. (9) Drug 1: CCCS(=O)(=O)NC1=C(C(=C(C=C1)F)C(=O)C2=CNC3=C2C=C(C=N3)C4=CC=C(C=C4)Cl)F. Drug 2: CC12CCC3C(C1CCC2OP(=O)(O)O)CCC4=C3C=CC(=C4)OC(=O)N(CCCl)CCCl.[Na+]. Cell line: U251. Synergy scores: CSS=16.0, Synergy_ZIP=-0.795, Synergy_Bliss=1.30, Synergy_Loewe=1.40, Synergy_HSA=1.84.